Dataset: Full USPTO retrosynthesis dataset with 1.9M reactions from patents (1976-2016). Task: Predict the reactants needed to synthesize the given product. (1) The reactants are: [CH3:1][N:2]([CH2:4][C:5]([O:7][CH2:8][CH3:9])=[O:6])[CH3:3].[Li+].[CH3:11][Si]([N-][Si](C)(C)C)(C)C.BrC[C:22]1[CH:34]=[CH:33][C:25]([C:26]([O:28][C:29]([CH3:32])([CH3:31])[CH3:30])=[O:27])=[CH:24][CH:23]=1. Given the product [CH3:1][N:2]([CH3:3])[C:4]([C:22]1[CH:34]=[CH:33][C:25]([C:26]([O:28][C:29]([CH3:31])([CH3:30])[CH3:32])=[O:27])=[CH:24][CH:23]=1)([CH3:11])[C:5]([O:7][CH2:8][CH3:9])=[O:6], predict the reactants needed to synthesize it. (2) Given the product [CH2:1]([C:3]1[CH:4]=[C:5]([N+:11]([O-:13])=[O:12])[C:6]([O:10][CH3:14])=[CH:7][C:8]=1[F:9])[CH3:2], predict the reactants needed to synthesize it. The reactants are: [CH2:1]([C:3]1[C:8]([F:9])=[CH:7][C:6]([OH:10])=[C:5]([N+:11]([O-:13])=[O:12])[CH:4]=1)[CH3:2].[C:14]([O-])([O-])=O.[K+].[K+].CI.O.